Dataset: Full USPTO retrosynthesis dataset with 1.9M reactions from patents (1976-2016). Task: Predict the reactants needed to synthesize the given product. (1) Given the product [C:18]([OH:17])(=[O:23])[CH3:21].[NH2:8][CH:9]1[CH2:10][CH2:11][N:12]([C:15]([O:17][C:18]([CH3:21])([CH3:20])[CH3:19])=[O:16])[CH2:13][CH2:14]1, predict the reactants needed to synthesize it. The reactants are: C([NH:8][CH:9]1[CH2:14][CH2:13][N:12]([C:15]([O:17][C:18]([CH3:21])([CH3:20])[CH3:19])=[O:16])[CH2:11][CH2:10]1)C1C=CC=CC=1.C[OH:23]. (2) Given the product [Cl:1][C:2]1[CH:7]=[CH:6][C:5]([S:8]([N:11]([C@@H:12]2[CH2:18][CH2:17][CH2:16][CH2:15][CH2:14][C@H:13]2[CH2:19][OH:20])[CH2:28][C:29]2[CH:30]=[CH:31][C:32]([C:35]3[O:36][CH:37]=[CH:38][N:39]=3)=[CH:33][CH:34]=2)(=[O:9])=[O:10])=[CH:4][CH:3]=1, predict the reactants needed to synthesize it. The reactants are: [Cl:1][C:2]1[CH:7]=[CH:6][C:5]([S:8]([NH:11][C@@H:12]2[CH2:18][CH2:17][CH2:16][CH2:15][CH2:14][C@H:13]2[CH2:19][OH:20])(=[O:10])=[O:9])=[CH:4][CH:3]=1.C(=O)([O-])[O-].[Cs+].[Cs+].Br[CH2:28][C:29]1[CH:34]=[CH:33][C:32]([C:35]2[O:36][CH:37]=[CH:38][N:39]=2)=[CH:31][CH:30]=1.ClC1C=CC(S(N(CC2C=CC(C#N)=CC=2)[C@@H]2CCCCC[C@H]2CO)(=O)=O)=CC=1. (3) Given the product [Cl:33][C:11]1[CH:10]=[C:9]([OH:34])[CH:8]=[C:7]([Cl:6])[C:12]=1[O:13][CH2:14][CH2:15][CH2:16][O:17][C:18]1[CH:19]=[CH:20][C:21]([N:24]2[C:28]([S:29][CH:30]([CH3:32])[CH3:31])=[N:27][N:26]=[N:25]2)=[CH:22][CH:23]=1, predict the reactants needed to synthesize it. The reactants are: C(N)CCC.[Cl:6][C:7]1[CH:8]=[C:9]([O:34]C(=O)C2C=CC=CC=2)[CH:10]=[C:11]([Cl:33])[C:12]=1[O:13][CH2:14][CH2:15][CH2:16][O:17][C:18]1[CH:23]=[CH:22][C:21]([N:24]2[C:28]([S:29][CH:30]([CH3:32])[CH3:31])=[N:27][N:26]=[N:25]2)=[CH:20][CH:19]=1. (4) Given the product [Cl:1][C:2]1[N:7]=[CH:6][C:5]([CH2:8][NH:9][C:10]2[S:11][CH:12]=[CH:13][N:14]=2)=[CH:4][CH:3]=1, predict the reactants needed to synthesize it. The reactants are: [Cl:1][C:2]1[N:7]=[CH:6][C:5]([CH:8]=[N:9][C:10]2[S:11][CH:12]=[CH:13][N:14]=2)=[CH:4][CH:3]=1.[BH4-].[Na+]. (5) Given the product [C:23]([N:19]1[CH2:20][CH2:21][CH:16]([C:13]2[CH:14]=[CH:15][C:10]([C:9]([NH:8][C:3]3[CH:4]=[CH:5][CH:6]=[CH:7][C:2]=3[NH2:1])=[O:22])=[CH:11][CH:12]=2)[CH2:17][CH2:18]1)(=[O:25])[CH3:24], predict the reactants needed to synthesize it. The reactants are: [NH2:1][C:2]1[CH:7]=[CH:6][CH:5]=[CH:4][C:3]=1[NH:8][C:9](=[O:22])[C:10]1[CH:15]=[CH:14][C:13]([CH:16]2[CH2:21][CH2:20][NH:19][CH2:18][CH2:17]2)=[CH:12][CH:11]=1.[C:23](OC(=O)C)(=[O:25])[CH3:24]. (6) Given the product [O:1]=[C:2]1[CH2:3][CH:4]2[N:9]([C:10]3[C:11]4[C:18]([C:19]5[CH:24]=[CH:23][CH:22]=[CH:21][CH:20]=5)=[C:17]([C:25]([O:27][CH3:28])=[O:26])[S:16][C:12]=4[N:13]=[CH:14][N:15]=3)[CH:7]([CH2:6][CH2:5]2)[CH2:8]1, predict the reactants needed to synthesize it. The reactants are: [OH:1][CH:2]1[CH2:8][CH:7]2[N:9]([C:10]3[C:11]4[C:18]([C:19]5[CH:24]=[CH:23][CH:22]=[CH:21][CH:20]=5)=[C:17]([C:25]([O:27][CH3:28])=[O:26])[S:16][C:12]=4[N:13]=[CH:14][N:15]=3)[CH:4]([CH2:5][CH2:6]2)[CH2:3]1.CC(OI1(OC(C)=O)(OC(C)=O)OC(=O)C2C=CC=CC1=2)=O. (7) Given the product [Cl:1][C:2]1[N:7]=[C:6]([O:9][C:10]2[C:36]([CH3:37])=[CH:35][C:34]([F:38])=[CH:33][C:11]=2[CH2:12][NH:13][C:14]([NH:16][C:17]2[N:21]([C:22]3[CH:23]=[CH:24][C:25]([CH3:28])=[CH:26][CH:27]=3)[N:20]=[C:19]([C:29]([CH3:31])([CH3:32])[CH3:30])[CH:18]=2)=[O:15])[CH:5]=[CH:4][N:3]=1, predict the reactants needed to synthesize it. The reactants are: [Cl:1][C:2]1[N:7]=[C:6](Cl)[CH:5]=[CH:4][N:3]=1.[OH:9][C:10]1[C:36]([CH3:37])=[CH:35][C:34]([F:38])=[CH:33][C:11]=1[CH2:12][NH:13][C:14]([NH:16][C:17]1[N:21]([C:22]2[CH:27]=[CH:26][C:25]([CH3:28])=[CH:24][CH:23]=2)[N:20]=[C:19]([C:29]([CH3:32])([CH3:31])[CH3:30])[CH:18]=1)=[O:15].[OH-].[Na+].C(O)(=O)CC(CC(O)=O)(C(O)=O)O. (8) Given the product [NH2:1][C:2]1[N:23]=[C:22]([NH:34][CH2:32][CH3:31])[CH:21]=[CH:20][C:3]=1[C:4]([NH:6][CH2:7][C:8]1[S:9][C:10]([O:13][C:14]2[CH:19]=[CH:18][CH:17]=[CH:16][CH:15]=2)=[CH:11][CH:12]=1)=[O:5], predict the reactants needed to synthesize it. The reactants are: [NH2:1][C:2]1[N:23]=[C:22](Cl)[CH:21]=[CH:20][C:3]=1[C:4]([NH:6][CH2:7][C:8]1[S:9][C:10]([O:13][C:14]2[CH:19]=[CH:18][CH:17]=[CH:16][CH:15]=2)=[CH:11][CH:12]=1)=[O:5].C1C=CC([CH2:31][C:32]([NH:34]CN[C@H](C(O)=O)CC2C=CC([N+]([O-])=O)=CC=2)=O)=CC=1.C(N)C. (9) Given the product [C:1]1([CH2:7][CH2:8][CH2:9][O:10][C:11]([C:12]2[C:13]([C:14]3[CH:19]=[CH:18][CH:17]=[C:16]([Cl:20])[CH:15]=3)=[N:26][C:27]([S:28][CH3:35])=[N:29][C:21]=2[CH3:22])=[O:24])[CH:6]=[CH:5][CH:4]=[CH:3][CH:2]=1, predict the reactants needed to synthesize it. The reactants are: [C:1]1([CH2:7][CH2:8][CH2:9][O:10][C:11](=[O:24])[C:12]([C:21](=O)[CH3:22])=[CH:13][C:14]2[CH:19]=[CH:18][CH:17]=[C:16]([Cl:20])[CH:15]=2)[CH:6]=[CH:5][CH:4]=[CH:3][CH:2]=1.C[NH:26][C:27](=[NH:29])[SH:28].S([O-])([O-])(=O)=O.[C:35]([O-])(=O)C.[Na+].